Dataset: Forward reaction prediction with 1.9M reactions from USPTO patents (1976-2016). Task: Predict the product of the given reaction. (1) Given the reactants [Br:1][C:2]1[CH:7]=[CH:6][C:5]([C:8]([CH3:14])([CH3:13])[C:9](OC)=[O:10])=[CH:4][CH:3]=1.[CH3:15][NH:16][O:17][CH3:18].C([Mg]Cl)(C)C.[Cl-].[NH4+], predict the reaction product. The product is: [Br:1][C:2]1[CH:3]=[CH:4][C:5]([C:8]([CH3:13])([CH3:14])[C:9]([N:16]([O:17][CH3:18])[CH3:15])=[O:10])=[CH:6][CH:7]=1. (2) Given the reactants [CH:1]([C:3]1[CH:15]=[C:14]([CH3:16])[CH:13]=[CH:12][C:4]=1[O:5][CH2:6][C:7]([O:9][CH2:10][CH3:11])=[O:8])=O.C([O-])([O-])=O.[K+].[K+], predict the reaction product. The product is: [CH3:16][C:14]1[CH:13]=[CH:12][C:4]2[O:5][C:6]([C:7]([O:9][CH2:10][CH3:11])=[O:8])=[CH:1][C:3]=2[CH:15]=1. (3) Given the reactants [NH2:1][CH2:2][CH2:3][CH2:4][OH:5].ClC([O:9][CH2:10][C:11]1[CH:16]=[CH:15][CH:14]=[CH:13][CH:12]=1)=O.O.[C:18](OC(C)C)(=[O:20])C, predict the reaction product. The product is: [C:18](=[N:1][CH2:2][CH2:3][CH:4]([O:9][CH2:10][C:11]1[CH:16]=[CH:15][CH:14]=[CH:13][CH:12]=1)[OH:5])=[O:20]. (4) Given the reactants COCCOC.Br[C:8]1[CH:9]=[C:10]2[C:15](=[CH:16][CH:17]=1)[CH2:14][NH:13][C:12](=[O:18])[C:11]2([CH3:29])[CH2:19][C:20]1[CH:25]=[C:24]([F:26])[CH:23]=[C:22]([F:27])[C:21]=1[F:28].[F:30][C:31]([F:44])([F:43])[CH2:32][O:33][C:34]1[CH:35]=[C:36](B(O)O)[CH:37]=[CH:38][CH:39]=1.C(=O)([O-])[O-].[Na+].[Na+], predict the reaction product. The product is: [CH3:29][C:11]1([CH2:19][C:20]2[CH:25]=[C:24]([F:26])[CH:23]=[C:22]([F:27])[C:21]=2[F:28])[C:10]2[C:15](=[CH:16][CH:17]=[C:8]([C:36]3[CH:37]=[CH:38][CH:39]=[C:34]([O:33][CH2:32][C:31]([F:30])([F:43])[F:44])[CH:35]=3)[CH:9]=2)[CH2:14][NH:13][C:12]1=[O:18]. (5) Given the reactants C([O:8][C:9]([NH:11][CH:12]([C:21]1[N:22]([C:32]([O:34][C:35]([CH3:38])([CH3:37])[CH3:36])=[O:33])[CH:23]=[C:24]([CH2:26][C:27]([CH3:31])([CH3:30])[CH2:28][CH3:29])[N:25]=1)[CH2:13][C:14]1[CH:19]=[CH:18][C:17](Br)=[CH:16][CH:15]=1)=[O:10])C1C=CC=CC=1.[C:39](=[O:42])([O-:41])[O-].[Na+].[Na+].C[C:46]1(C)[C:50]([CH3:52])([CH3:51])OB(C2C=NNC=2)O1.C([N:61]([CH2:64][CH3:65])CC)C.C(OC(OC(C)(C)C)=O)(O[C:69]([CH3:72])([CH3:71])[CH3:70])=O.[CH3:81][N:82](C)C=O.O, predict the reaction product. The product is: [C:69]([O:8][C:9]([NH:11][CH:12]([C:21]1[N:22]([C:32]([O:34][C:35]([CH3:38])([CH3:36])[CH3:37])=[O:33])[CH:23]=[C:24]([CH2:26][C:27]([CH3:31])([CH3:30])[CH2:28][CH3:29])[N:25]=1)[CH2:13][C:14]1[CH:15]=[CH:16][C:17]([C:65]2[CH:81]=[N:82][N:61]([C:39]([O:41][C:50]([CH3:46])([CH3:51])[CH3:52])=[O:42])[CH:64]=2)=[CH:18][CH:19]=1)=[O:10])([CH3:72])([CH3:71])[CH3:70]. (6) Given the reactants Cl[C:2]1[C:7]([C:8]([O:10][CH3:11])=[O:9])=[CH:6][N:5]=[C:4]([C:12]2[CH:17]=[CH:16][C:15]([CH3:18])=[C:14]([F:19])[CH:13]=2)[CH:3]=1.[Cl:20][C:21]1[CH:26]=[C:25]([CH3:27])[CH:24]=[CH:23][C:22]=1[OH:28], predict the reaction product. The product is: [Cl:20][C:21]1[CH:26]=[C:25]([CH3:27])[CH:24]=[CH:23][C:22]=1[O:28][C:2]1[C:7]([C:8]([O:10][CH3:11])=[O:9])=[CH:6][N:5]=[C:4]([C:12]2[CH:17]=[CH:16][C:15]([CH3:18])=[C:14]([F:19])[CH:13]=2)[CH:3]=1. (7) Given the reactants [Br:1][C:2]1[CH:3]=[CH:4][C:5]([N:8]2[C:12]([C:13]([F:16])([F:15])[F:14])=[CH:11][C:10]([C:17](=[NH:20])[NH:18][OH:19])=[N:9]2)=[N:6][CH:7]=1.Cl.NO.[C:24]([O-:27])([O-])=O.[Na+].[Na+].[CH2:30](O)C, predict the reaction product. The product is: [Br:1][C:2]1[CH:3]=[CH:4][C:5]([N:8]2[C:12]([C:13]([F:14])([F:16])[F:15])=[CH:11][C:10]([C:17]3[N:20]([CH3:30])[C:24](=[O:27])[O:19][N:18]=3)=[N:9]2)=[N:6][CH:7]=1.